From a dataset of Full USPTO retrosynthesis dataset with 1.9M reactions from patents (1976-2016). Predict the reactants needed to synthesize the given product. (1) Given the product [Zn:70].[O:57]=[C:58]([O-:69])[C@@H:59]([C@H:61]([C@@H:63]([C@@H:65]([CH2:67][OH:68])[OH:66])[OH:64])[OH:62])[OH:60].[CH3:40][C:31]1[C:32](=[O:33])[C@@H:34]([OH:39])[CH2:35][C:36]([CH3:37])([CH3:38])[C:30]=1/[CH:29]=[CH:28]/[C:27](/[CH3:41])=[CH:26]/[CH:25]=[CH:24]/[C:23](/[CH3:42])=[CH:22]/[CH:21]=[CH:20]/[CH:19]=[C:18](\[CH3:43])/[CH:17]=[CH:16]/[CH:15]=[C:14](\[CH3:44])/[CH:13]=[CH:12]/[C:3]1[C:4]([CH3:11])([CH3:10])[CH2:5][C@H:6]([OH:9])[C:7](=[O:8])[C:2]=1[CH3:1], predict the reactants needed to synthesize it. The reactants are: [CH3:1][C:2]1[C:7](=[O:8])[C@@H:6]([OH:9])[CH2:5][C:4]([CH3:11])([CH3:10])[C:3]=1/[CH:12]=[CH:13]/[C:14](/[CH3:44])=[CH:15]/[CH:16]=[CH:17]/[C:18](/[CH3:43])=[CH:19]/[CH:20]=[CH:21]/[CH:22]=[C:23](\[CH3:42])/[CH:24]=[CH:25]/[CH:26]=[C:27](\[CH3:41])/[CH:28]=[CH:29]/[C:30]1[C:36]([CH3:38])([CH3:37])[CH2:35][C@H:34]([OH:39])[C:32](=[O:33])[C:31]=1[CH3:40].O=C1O[C@H]([C@H](CO)O)C(O)=C1O.[O:57]=[C:58]([O-:69])[C@@H:59]([C@H:61]([C@@H:63]([C@@H:65]([CH2:67][OH:68])[OH:66])[OH:64])[OH:62])[OH:60].[Zn+2:70].O=C([O-])[C@@H]([C@H]([C@@H]([C@@H](CO)O)O)O)O. (2) Given the product [CH2:2]([O:4][C:5]([C@@H:6]1[CH2:8][CH2:9][C:10](=[O:12])[N:7]1[CH2:35][C:34]1[CH:37]=[CH:38][CH:39]=[C:32]([CH2:31][O:30][C:27]2[CH:28]=[CH:29][C:24]([C:20]3[CH:21]=[C:22]([F:23])[C:17]([F:16])=[CH:18][C:19]=3[O:40][CH3:41])=[CH:25][CH:26]=2)[CH:33]=1)=[O:15])[CH3:3], predict the reactants needed to synthesize it. The reactants are: Cl.[CH2:2]([O:4][C:5](=[O:15])[C@H:6]([CH2:8][CH2:9][C:10]([O:12]CC)=O)[NH2:7])[CH3:3].[F:16][C:17]1[C:22]([F:23])=[CH:21][C:20]([C:24]2[CH:29]=[CH:28][C:27]([O:30][CH2:31][C:32]3[CH:33]=[C:34]([CH:37]=[CH:38][CH:39]=3)[CH:35]=O)=[CH:26][CH:25]=2)=[C:19]([O:40][CH3:41])[CH:18]=1.C(O)(=O)C.[Na].